From a dataset of Forward reaction prediction with 1.9M reactions from USPTO patents (1976-2016). Predict the product of the given reaction. (1) Given the reactants [CH3:1][O:2][C:3]1[CH:4]=[C:5]([NH:11][C:12](=O)[CH2:13][C:14]2[CH:19]=[CH:18][C:17]([C:20]([F:23])([F:22])[F:21])=[CH:16][CH:15]=2)[CH:6]=[CH:7][C:8]=1[O:9][CH3:10].B.O1CCCC1, predict the reaction product. The product is: [CH3:1][O:2][C:3]1[CH:4]=[C:5]([NH:11][CH2:12][CH2:13][C:14]2[CH:19]=[CH:18][C:17]([C:20]([F:21])([F:23])[F:22])=[CH:16][CH:15]=2)[CH:6]=[CH:7][C:8]=1[O:9][CH3:10]. (2) Given the reactants [CH2:1]([N:3]1[CH2:8][CH2:7][N:6]([C:9]2[CH:15]=[CH:14][C:12]([NH2:13])=[CH:11][CH:10]=2)[CH2:5][CH2:4]1)[CH3:2].C(N1CCN(C2C=C(N[C:31]([C:33]3[C:34]4[N:35]=[CH:36][CH:37]=[N:38][C:39]=4[C:40]([C:43]4[CH:48]=[C:47]([O:49][CH3:50])[CH:46]=[CH:45][C:44]=4[Cl:51])=[CH:41][CH:42]=3)=[O:32])C=CC=2)CC1)C, predict the reaction product. The product is: [CH2:1]([N:3]1[CH2:4][CH2:5][N:6]([C:9]2[CH:15]=[CH:14][C:12]([NH:13][C:31]([C:33]3[C:34]4[N:35]=[CH:36][CH:37]=[N:38][C:39]=4[C:40]([C:43]4[CH:48]=[C:47]([O:49][CH3:50])[CH:46]=[CH:45][C:44]=4[Cl:51])=[CH:41][CH:42]=3)=[O:32])=[CH:11][CH:10]=2)[CH2:7][CH2:8]1)[CH3:2]. (3) Given the reactants S(=O)(=O)(O)O.C1(CC(O)=[O:14])C=CC=CC=1.[CH:16]1([N:22]=[C:23]=[N:24][CH:25]2[CH2:30][CH2:29][CH2:28][CH2:27][CH2:26]2)[CH2:21][CH2:20][CH2:19][CH2:18][CH2:17]1, predict the reaction product. The product is: [CH:25]1([NH:24][C:23]([NH:22][CH:16]2[CH2:17][CH2:18][CH2:19][CH2:20][CH2:21]2)=[O:14])[CH2:30][CH2:29][CH2:28][CH2:27][CH2:26]1. (4) Given the reactants [Br:1][C:2]1[C:7]([O:8][CH3:9])=[CH:6][C:5]([NH:10]C(=O)C)=[C:4]([CH3:14])[CH:3]=1.Cl.[OH-].[Na+], predict the reaction product. The product is: [Br:1][C:2]1[C:7]([O:8][CH3:9])=[CH:6][C:5]([NH2:10])=[C:4]([CH3:14])[CH:3]=1. (5) Given the reactants [Cl:1][C:2]1[CH:3]=[C:4]([NH2:9])[CH:5]=[CH:6][C:7]=1[CH3:8].CCN(CC)CC.[C:17](OC(=O)C)(=[O:19])[CH3:18], predict the reaction product. The product is: [Cl:1][C:2]1[CH:3]=[C:4]([NH:9][C:17](=[O:19])[CH3:18])[CH:5]=[CH:6][C:7]=1[CH3:8]. (6) Given the reactants [C:1]([C:4]12[CH2:13][CH:8]3[CH2:9][CH:10]([CH2:12][CH:6]([CH:7]3[NH:14][C:15]3[C:20]([C:21]([O:23]CC4C=CC=CC=4)=[O:22])=[CH:19][N:18]=[C:17]4[NH:31][CH:32]=[CH:33][C:16]=34)[CH2:5]1)[CH2:11]2)(=[O:3])[NH2:2].[H][H], predict the reaction product. The product is: [C:1]([C:4]12[CH2:13][CH:8]3[CH2:9][CH:10]([CH2:12][CH:6]([CH:7]3[NH:14][C:15]3[C:20]([C:21]([OH:23])=[O:22])=[CH:19][N:18]=[C:17]4[NH:31][CH:32]=[CH:33][C:16]=34)[CH2:5]1)[CH2:11]2)(=[O:3])[NH2:2]. (7) The product is: [Br:1][C:2]1[C:11]2[C:6](=[CH:7][CH:8]=[CH:9][CH:10]=2)[C:5]([C:12]2[CH:13]=[CH:14][C:15]([Cl:18])=[CH:16][CH:17]=2)=[C:4]([C@@H:19]([O:23][C:24]([CH3:26])([CH3:25])[CH3:27])[C:20]([OH:22])=[O:21])[C:3]=1[CH3:28]. Given the reactants [Br:1][C:2]1[C:11]2[C:6](=[CH:7][CH:8]=[CH:9][CH:10]=2)[C:5]([C:12]2[CH:17]=[CH:16][C:15]([Cl:18])=[CH:14][CH:13]=2)=[C:4]([CH:19]([O:23][C:24]([CH3:27])([CH3:26])[CH3:25])[C:20]([OH:22])=[O:21])[C:3]=1[CH3:28].BrC1C2C(=CC=CC=2)C(C2C=CC(Cl)=CC=2)=C([C@@H](O)C(OC)=O)C=1C, predict the reaction product.